Dataset: Full USPTO retrosynthesis dataset with 1.9M reactions from patents (1976-2016). Task: Predict the reactants needed to synthesize the given product. Given the product [Br:29][C:17]1[C:9]2[CH:8]([C:5]3[CH:6]=[CH:7][C:2]([Cl:1])=[CH:3][CH:4]=3)[CH2:13][NH:12][C:11](=[O:14])[C:10]=2[S:15][C:16]=1[N:18]1[CH2:23][CH2:22][O:21][CH2:20][CH2:19]1, predict the reactants needed to synthesize it. The reactants are: [Cl:1][C:2]1[CH:7]=[CH:6][C:5]([CH:8]2[CH2:13][NH:12][C:11](=[O:14])[C:10]3[S:15][C:16]([N:18]4[CH2:23][CH2:22][O:21][CH2:20][CH2:19]4)=[CH:17][C:9]2=3)=[CH:4][CH:3]=1.CN(C=O)C.[Br:29]N1C(=O)CCC1=O.